This data is from Catalyst prediction with 721,799 reactions and 888 catalyst types from USPTO. The task is: Predict which catalyst facilitates the given reaction. Product: [Cl:1][C:2]1[CH:3]=[CH:4][C:5]2[N:6]([C:8]([CH2:12][OH:13])=[CH:9][N:10]=2)[N:7]=1. The catalyst class is: 52. Reactant: [Cl:1][C:2]1[CH:3]=[CH:4][C:5]2[N:6]([CH:8]=[CH:9][N:10]=2)[N:7]=1.C[C:12]([O-])=[O:13].[Na+].C=O.